Predict the reactants needed to synthesize the given product. From a dataset of Full USPTO retrosynthesis dataset with 1.9M reactions from patents (1976-2016). (1) Given the product [CH3:15][N:14]([CH:11]1[CH2:10][CH2:9][NH:8][CH2:13][CH2:12]1)[C:16](=[O:18])[CH3:17], predict the reactants needed to synthesize it. The reactants are: C(OC([N:8]1[CH2:13][CH2:12][CH:11]([N:14]([C:16](=[O:18])[CH3:17])[CH3:15])[CH2:10][CH2:9]1)=O)(C)(C)C.Cl. (2) Given the product [CH2:1]([OH:23])[C@H:2]1[O:7][C@@H:6]([O:8][C@H:9]2[C@H:12]([OH:18])[C@H:13]([OH:17])[CH:14]([OH:16])[O:15][C@@H:10]2[CH2:11][OH:19])[C@@H:5]([OH:20])[C@@H:4]([OH:21])[C@@H:3]1[OH:22], predict the reactants needed to synthesize it. The reactants are: [CH2:1]([OH:23])[C@H:2]1[O:7][C@H:6]([O:8][CH2:9][C@H:10]2[O:15][C@H:14]([OH:16])[C@@H:13]([OH:17])[C@@H:12]([OH:18])[C@@H:11]2[OH:19])[C@@H:5]([OH:20])[C@@H:4]([OH:21])[C@@H:3]1[OH:22].S(C(N1C(=O)CCC1=O)(CSSCC(S(O)(=O)=O)(N1C(=O)CCC1=O)C([O-])=O)C([O-])=O)(O)(=O)=O.C(O)C(N)(CO)CO.C[C@@H]1O[C@@H](O[C@@H]2C3=C(O)C4C(=O)C5C(=CC=CC=5OC)C(=O)C=4C(O)=C3C[C@@](O)(C(CO)=O)C2)C[C@H](N)[C@@H]1O. (3) The reactants are: [C:1]([O:5][C:6]([N:8]1[CH2:13][CH2:12][CH:11]([NH:14][C:15]2[CH:20]=[CH:19][C:18]([C:21]([O:23][CH2:24][CH:25]=[CH2:26])=[O:22])=[CH:17][C:16]=2[N+:27]([O-])=O)[CH2:10][CH2:9]1)=[O:7])([CH3:4])([CH3:3])[CH3:2].[NH4+].[Cl-]. Given the product [C:1]([O:5][C:6]([N:8]1[CH2:13][CH2:12][CH:11]([NH:14][C:15]2[CH:20]=[CH:19][C:18]([C:21]([O:23][CH2:24][CH:25]=[CH2:26])=[O:22])=[CH:17][C:16]=2[NH2:27])[CH2:10][CH2:9]1)=[O:7])([CH3:4])([CH3:3])[CH3:2], predict the reactants needed to synthesize it. (4) The reactants are: Br[C:2]1[C:7]([N:8]([CH2:22][O:23][CH3:24])[S:9]([C:12]2[CH:17]=[CH:16][C:15]([C:18]([CH3:21])([CH3:20])[CH3:19])=[CH:14][CH:13]=2)(=[O:11])=[O:10])=[CH:6][C:5]([Cl:25])=[CH:4][N:3]=1.[F:26][C:27]1[N:32]=[CH:31][C:30]([CH:33]=[O:34])=[CH:29][CH:28]=1. Given the product [C:18]([C:15]1[CH:16]=[CH:17][C:12]([S:9]([N:8]([C:7]2[C:2]([C:33]([C:30]3[CH:31]=[N:32][C:27]([F:26])=[CH:28][CH:29]=3)=[O:34])=[N:3][CH:4]=[C:5]([Cl:25])[CH:6]=2)[CH2:22][O:23][CH3:24])(=[O:11])=[O:10])=[CH:13][CH:14]=1)([CH3:21])([CH3:20])[CH3:19], predict the reactants needed to synthesize it. (5) Given the product [Cl:14][C:15]1[CH:20]=[CH:19][C:18]([NH:21][C:22]([NH:13][C@H:10]2[CH2:9][CH2:8][C@@H:7]([C:1]3[CH:6]=[CH:5][CH:4]=[CH:3][CH:2]=3)[CH2:12][CH2:11]2)=[O:23])=[CH:17][CH:16]=1, predict the reactants needed to synthesize it. The reactants are: [C:1]1([C@@H:7]2[CH2:12][CH2:11][C@H:10]([NH2:13])[CH2:9][CH2:8]2)[CH:6]=[CH:5][CH:4]=[CH:3][CH:2]=1.[Cl:14][C:15]1[CH:20]=[CH:19][C:18]([N:21]=[C:22]=[O:23])=[CH:17][CH:16]=1. (6) Given the product [CH3:23][N:24]([CH3:29])[CH2:25][CH2:26][CH2:27][NH:28][C:7]1[CH:8]=[C:9]2[C:4](=[CH:5][CH:6]=1)[N:3]=[C:2]([NH:22][CH2:21][CH2:20][O:13][C:14]1[CH:19]=[CH:18][CH:17]=[CH:16][CH:15]=1)[CH:11]=[CH:10]2, predict the reactants needed to synthesize it. The reactants are: Cl[C:2]1[CH:11]=[CH:10][C:9]2[C:4](=[CH:5][CH:6]=[C:7](Cl)[CH:8]=2)[N:3]=1.[O:13]([CH2:20][CH2:21][NH2:22])[C:14]1[CH:19]=[CH:18][CH:17]=[CH:16][CH:15]=1.[CH3:23][N:24]([CH3:29])[CH2:25][CH2:26][CH2:27][NH2:28]. (7) Given the product [CH3:11][C:7]1[CH:8]=[CH:9][CH:10]=[C:5]2[C:6]=1[CH2:12][C:14](=[CH:15][CH2:22][CH2:21][N:16]1[CH2:20][CH2:19][CH2:18][CH2:17]1)[NH:3][C:4]2=[O:13], predict the reactants needed to synthesize it. The reactants are: C([N:3]([CH2:14][CH3:15])[C:4](=[O:13])[C:5]1[CH:10]=[CH:9][CH:8]=[C:7]([CH3:11])[C:6]=1[CH3:12])C.[N:16]1([CH2:21][CH2:22]CC#N)[CH2:20][CH2:19][CH2:18][CH2:17]1.